From a dataset of Catalyst prediction with 721,799 reactions and 888 catalyst types from USPTO. Predict which catalyst facilitates the given reaction. (1) Reactant: [Br:1][C:2]1[CH:7]=[CH:6][CH:5]=[C:4]([N+:8]([O-])=O)[C:3]=1[Cl:11].[NH4+].[Cl-]. Product: [Br:1][C:2]1[C:3]([Cl:11])=[C:4]([CH:5]=[CH:6][CH:7]=1)[NH2:8]. The catalyst class is: 284. (2) Reactant: [N:1]1[C:10]2[CH:9]([NH2:11])[CH2:8][CH2:7][CH2:6][C:5]=2[CH:4]=[CH:3][CH:2]=1.Cl[CH2:13][CH2:14][N:15]=[C:16]=[O:17].[OH-].[Na+]. Product: [O:17]1[CH2:13][CH2:14][N:15]=[C:16]1[NH:11][CH:9]1[C:10]2[N:1]=[CH:2][CH:3]=[CH:4][C:5]=2[CH2:6][CH2:7][CH2:8]1. The catalyst class is: 46. (3) Product: [C:1]([O:5][C:6]([N:8]1[CH:17]([C@H:18]([OH:19])[C:22]2[CH:27]=[CH:26][CH:25]=[CH:24][CH:23]=2)[CH2:16][C:11]2([O:15][CH2:14][CH2:13][O:12]2)[CH2:10][CH:9]1[CH2:20][CH3:21])=[O:7])([CH3:4])([CH3:3])[CH3:2]. Reactant: [C:1]([O:5][C:6]([N:8]1[CH:17]([CH:18]=[O:19])[CH2:16][C:11]2([O:15][CH2:14][CH2:13][O:12]2)[CH2:10][CH:9]1[CH2:20][CH3:21])=[O:7])([CH3:4])([CH3:3])[CH3:2].[C:22]1([Mg]Br)[CH:27]=[CH:26][CH:25]=[CH:24][CH:23]=1.[NH4+].[Cl-]. The catalyst class is: 1. (4) Reactant: [N:1]1([NH:7][C:8]([C:10]2[N:11]=[C:12]([C:25]3[CH:30]=[CH:29][C:28]([Cl:31])=[CH:27][C:26]=3[Cl:32])[N:13]([C:17]3[CH:22]=[CH:21][C:20]([O:23]C)=[CH:19][CH:18]=3)[C:14]=2[CH2:15][OH:16])=[O:9])[CH2:6][CH2:5][CH2:4][CH2:3][CH2:2]1.B(Br)(Br)Br. Product: [N:1]1([NH:7][C:8]([C:10]2[N:11]=[C:12]([C:25]3[CH:30]=[CH:29][C:28]([Cl:31])=[CH:27][C:26]=3[Cl:32])[N:13]([C:17]3[CH:18]=[CH:19][C:20]([OH:23])=[CH:21][CH:22]=3)[C:14]=2[CH2:15][OH:16])=[O:9])[CH2:6][CH2:5][CH2:4][CH2:3][CH2:2]1. The catalyst class is: 4. (5) Reactant: C(OC(=O)[N:7]([C:16]1[CH:21]=[CH:20][C:19]([CH:22]([C:24]2[C:32]3[C:31]([CH:33]4[CH2:35][CH2:34]4)=[N:30][CH:29]=[N:28][C:27]=3[N:26]([S:36]([C:39]3[CH:44]=[CH:43][CH:42]=[CH:41][CH:40]=3)(=[O:38])=[O:37])[CH:25]=2)O)=[C:18]([F:45])[N:17]=1)[C:8]1[CH:9]=[N:10][C:11]([O:14][CH3:15])=[CH:12][CH:13]=1)(C)(C)C.C([SiH](CC)CC)C.FC(F)(F)C(O)=O.C(=O)([O-])[O-].[K+].[K+]. Product: [C:39]1([S:36]([N:26]2[C:27]3[N:28]=[CH:29][N:30]=[C:31]([CH:33]4[CH2:34][CH2:35]4)[C:32]=3[C:24]([CH2:22][C:19]3[CH:20]=[CH:21][C:16]([NH:7][C:8]4[CH:9]=[N:10][C:11]([O:14][CH3:15])=[CH:12][CH:13]=4)=[N:17][C:18]=3[F:45])=[CH:25]2)(=[O:38])=[O:37])[CH:44]=[CH:43][CH:42]=[CH:41][CH:40]=1. The catalyst class is: 26. (6) Reactant: C[O:2][C:3]([C:5]1[C:6]2[CH2:7][CH:8]([C:20]3[CH:25]=[CH:24][C:23]([O:26][CH3:27])=[CH:22][CH:21]=3)[CH:9]3[CH2:19][CH2:18][CH2:17][CH:10]3[C:11]=2[CH:12]=[C:13]([O:15][CH3:16])[CH:14]=1)=O.[H-].[Al+3].[Li+].[H-].[H-].[H-].O.[OH-].[Na+]. Product: [CH3:16][O:15][C:13]1[CH:12]=[C:11]2[C:6]([CH2:7][CH:8]([C:20]3[CH:21]=[CH:22][C:23]([O:26][CH3:27])=[CH:24][CH:25]=3)[CH:9]3[CH2:19][CH2:18][CH2:17][CH:10]32)=[C:5]([CH2:3][OH:2])[CH:14]=1. The catalyst class is: 7. (7) Reactant: [CH3:1][C:2]1[CH:7]=[CH:6][CH:5]=[CH:4][C:3]=1[C:8]1[CH:13]=[CH:12][N:11]=[C:10]([C:14](=[N:16][OH:17])[NH2:15])[CH:9]=1.[C:18](N1C=CN=C1)(N1C=CN=C1)=[O:19].N12CCCN=C1CCCCC2.Cl. Product: [CH3:1][C:2]1[CH:7]=[CH:6][CH:5]=[CH:4][C:3]=1[C:8]1[CH:13]=[CH:12][N:11]=[C:10]([C:14]2[NH:16][O:17][C:18](=[O:19])[N:15]=2)[CH:9]=1. The catalyst class is: 132. (8) Reactant: [F:1][C:2]1([F:12])[O:6][C:5]2[CH:7]=[CH:8][C:9]([NH2:11])=[CH:10][C:4]=2[O:3]1.C[Al](C)C.[N:17]1[CH:22]=[CH:21][C:20]([CH2:23][NH:24][C:25]2[CH:34]=[CH:33][CH:32]=[CH:31][C:26]=2[C:27](OC)=[O:28])=[CH:19][CH:18]=1.C([O-])(O)=O.[Na+]. Product: [F:12][C:2]1([F:1])[O:6][C:5]2[CH:7]=[CH:8][C:9]([NH:11][C:27](=[O:28])[C:26]3[CH:31]=[CH:32][CH:33]=[CH:34][C:25]=3[NH:24][CH2:23][C:20]3[CH:19]=[CH:18][N:17]=[CH:22][CH:21]=3)=[CH:10][C:4]=2[O:3]1. The catalyst class is: 11. (9) Reactant: [CH3:1][O:2][C:3](=[O:17])[CH:4]([C:10]1[CH:15]=[CH:14][C:13]([OH:16])=[CH:12][CH:11]=1)[CH2:5][C:6]([O:8][CH3:9])=[O:7].[Cl-].[Mg+2].[Cl-].C=O.Cl.C[CH2:25][O:26]CC. Product: [CH3:1][O:2][C:3](=[O:17])[CH:4]([C:10]1[CH:11]=[CH:12][C:13]([OH:16])=[C:14]([CH:25]=[O:26])[CH:15]=1)[CH2:5][C:6]([O:8][CH3:9])=[O:7]. The catalyst class is: 10.